This data is from Forward reaction prediction with 1.9M reactions from USPTO patents (1976-2016). The task is: Predict the product of the given reaction. Given the reactants [CH3:1][C:2]1[CH:3]=[CH:4][C:5]([S:9][C:10]2[CH:11]=[CH:12][CH:13]=[CH:14][C:15]=2[N:16]2[CH2:21][CH2:20][NH:19][CH2:18][CH2:17]2)=[C:6]([CH3:8])[CH:7]=1.[CH2:22]([S:28]([OH:31])(=[O:30])=[O:29])[CH2:23][S:24]([OH:27])(=[O:26])=[O:25], predict the reaction product. The product is: [CH3:1][C:2]1[CH:3]=[CH:4][C:5]([S:9][C:10]2[CH:11]=[CH:12][CH:13]=[CH:14][C:15]=2[N:16]2[CH2:17][CH2:18][NH:19][CH2:20][CH2:21]2)=[C:6]([CH3:8])[CH:7]=1.[CH2:22]([S:28]([O-:31])(=[O:30])=[O:29])[CH2:23][S:24]([O-:27])(=[O:26])=[O:25].